Predict which catalyst facilitates the given reaction. From a dataset of Catalyst prediction with 721,799 reactions and 888 catalyst types from USPTO. (1) Reactant: N#N.[NH:3]1[C:7]2[CH:8]=[CH:9][CH:10]=[CH:11][C:6]=2[N:5]=[C:4]1[CH:12]([NH:24]C(=O)OC(C)(C)C)[CH2:13][C:14]1[CH:19]=[CH:18][C:17]([C:20]([F:23])([F:22])[CH3:21])=[CH:16][CH:15]=1.Cl. Product: [NH:3]1[C:7]2[CH:8]=[CH:9][CH:10]=[CH:11][C:6]=2[N:5]=[C:4]1[CH:12]([NH2:24])[CH2:13][C:14]1[CH:19]=[CH:18][C:17]([C:20]([F:23])([F:22])[CH3:21])=[CH:16][CH:15]=1. The catalyst class is: 135. (2) Reactant: [CH3:1][C:2]1[CH:3]=[CH:4][C:5]([C:8](=O)[CH2:9][O:10][C:11]2[CH:16]=[C:15]([CH3:17])[CH:14]=[C:13]([CH3:18])[C:12]=2[CH3:19])=[N:6][CH:7]=1. Product: [CH3:1][C:2]1[CH:3]=[CH:4][C:5]([C:8]2[C:16]3[C:15]([CH3:17])=[CH:14][C:13]([CH3:18])=[C:12]([CH3:19])[C:11]=3[O:10][CH:9]=2)=[N:6][CH:7]=1. The catalyst class is: 175. (3) Reactant: [F:1][C:2]1[CH:50]=[N:49][C:5]2[N:6]([C:30]3[CH:31]=[C:32]([CH:46]=[CH:47][CH:48]=3)[C:33]([NH:35][CH2:36][CH2:37][NH:38]C(=O)OC(C)(C)C)=[O:34])[C:7](=[O:29])[N:8]([C@H:11]3[CH2:16][CH2:15][C@@H:14]([NH:17][C:18]([C:20]4[N:21]=[C:22]5[CH:27]=[CH:26][CH:25]=[CH:24][N:23]5[CH:28]=4)=[O:19])[CH2:13][CH2:12]3)[C:9](=[O:10])[C:4]=2[CH:3]=1.Cl. Product: [NH2:38][CH2:37][CH2:36][NH:35][C:33]([C:32]1[CH:31]=[C:30]([N:6]2[C:5]3[N:49]=[CH:50][C:2]([F:1])=[CH:3][C:4]=3[C:9](=[O:10])[N:8]([C@@H:11]3[CH2:16][CH2:15][C@H:14]([NH:17][C:18]([C:20]4[N:21]=[C:22]5[CH:27]=[CH:26][CH:25]=[CH:24][N:23]5[CH:28]=4)=[O:19])[CH2:13][CH2:12]3)[C:7]2=[O:29])[CH:48]=[CH:47][CH:46]=1)=[O:34]. The catalyst class is: 12. (4) Reactant: O=[C:2]([CH2:8][C:9](=O)[C:10]1[CH:15]=[CH:14][CH:13]=[CH:12][CH:11]=1)[C:3]([O:5][CH2:6][CH3:7])=[O:4].O.[NH2:18][NH2:19]. Product: [C:10]1([C:9]2[NH:19][N:18]=[C:2]([C:3]([O:5][CH2:6][CH3:7])=[O:4])[CH:8]=2)[CH:15]=[CH:14][CH:13]=[CH:12][CH:11]=1. The catalyst class is: 8. (5) Reactant: [N:1]1[CH:6]=[CH:5][CH:4]=[C:3]([C@@H:7]2[CH2:12][CH2:11][CH2:10][C@H:9]([N:13]3C(=O)C4=CC=CC=C4C3=O)[CH2:8]2)[CH:2]=1. Product: [N:1]1[CH:6]=[CH:5][CH:4]=[C:3]([C@@H:7]2[CH2:12][CH2:11][CH2:10][C@H:9]([NH2:13])[CH2:8]2)[CH:2]=1. The catalyst class is: 14. (6) Reactant: [F:8][C:7]([F:10])([F:9])[C:6](O[C:6](=[O:11])[C:7]([F:10])([F:9])[F:8])=[O:11].[NH2:14][CH2:15][CH:16]([C:35]1[CH:40]=[CH:39][CH:38]=[CH:37][CH:36]=1)[CH:17]([NH:22][C:23]([C:25]1[C:26]([C:31]([F:34])([F:33])[F:32])=[N:27][N:28]([CH3:30])[CH:29]=1)=[O:24])[C:18]([NH:20][CH3:21])=[O:19].C(N(CC)CC)C.Cl. Product: [CH3:30][N:28]1[CH:29]=[C:25]([C:23]([NH:22][CH:17]([C:18]([NH:20][CH3:21])=[O:19])[CH:16]([C:35]2[CH:40]=[CH:39][CH:38]=[CH:37][CH:36]=2)[CH2:15][NH:14][C:6](=[O:11])[C:7]([F:8])([F:9])[F:10])=[O:24])[C:26]([C:31]([F:32])([F:33])[F:34])=[N:27]1. The catalyst class is: 4. (7) Reactant: [OH-].[Li+].[CH:3]1([C:9]2[C:10]3[CH:11]=[CH:12][C:13]([C:32]([O:34][CH3:35])=[O:33])=[CH:14][C:15]=3[N:16]3[CH2:22][C:21]([C:24]([O:26]C)=[O:25])([CH3:23])[CH2:20][C:19]4[CH:28]=[CH:29][CH:30]=[CH:31][C:18]=4[C:17]=23)[CH2:8][CH2:7][CH2:6][CH2:5][CH2:4]1.Cl. Product: [CH:3]1([C:9]2[C:10]3[CH:11]=[CH:12][C:13]([C:32]([O:34][CH3:35])=[O:33])=[CH:14][C:15]=3[N:16]3[CH2:22][C:21]([C:24]([OH:26])=[O:25])([CH3:23])[CH2:20][C:19]4[CH:28]=[CH:29][CH:30]=[CH:31][C:18]=4[C:17]=23)[CH2:8][CH2:7][CH2:6][CH2:5][CH2:4]1. The catalyst class is: 111. (8) Reactant: [C:1]([C:5]1[CH:27]=[CH:26][C:8]([C:9]([NH:11][C:12]2[N:13]=[C:14]3[CH:19]=[CH:18][C:17]([N:20]4[CH:24]=[CH:23][N:22]=[CH:21]4)=[CH:16][N:15]3[CH:25]=2)=[O:10])=[CH:7][CH:6]=1)([CH3:4])([CH3:3])[CH3:2].[ClH:28].C(OCC)(=O)C. Product: [ClH:28].[ClH:28].[C:1]([C:5]1[CH:27]=[CH:26][C:8]([C:9]([NH:11][C:12]2[N:13]=[C:14]3[CH:19]=[CH:18][C:17]([N:20]4[CH:24]=[CH:23][N:22]=[CH:21]4)=[CH:16][N:15]3[CH:25]=2)=[O:10])=[CH:7][CH:6]=1)([CH3:4])([CH3:2])[CH3:3]. The catalyst class is: 5. (9) Reactant: N[C:2]1[CH:7]=[CH:6][CH:5]=[CH:4][C:3]=1[S:8]([NH:11][C:12]1[CH:13]=[CH:14][C:15]([O:22][CH2:23][C:24]2[CH:29]=[CH:28][CH:27]=[CH:26][CH:25]=2)=[C:16]2[C:21]=1[N:20]=[CH:19][CH:18]=[CH:17]2)(=[O:10])=[O:9].N(OC(C)(C)C)=O.CC(O)=O. Product: [CH2:23]([O:22][C:15]1[CH:14]=[CH:13][C:12]([NH:11][S:8]([C:3]2[CH:4]=[CH:5][CH:6]=[CH:7][CH:2]=2)(=[O:10])=[O:9])=[C:21]2[C:16]=1[CH:17]=[CH:18][CH:19]=[N:20]2)[C:24]1[CH:25]=[CH:26][CH:27]=[CH:28][CH:29]=1. The catalyst class is: 1. (10) Product: [CH3:1][N:2]1[CH2:30][CH2:29][C:5]2[N:6]([CH2:14]/[C:15](/[C:22]3[CH:23]=[CH:24][C:25]([F:28])=[CH:26][CH:27]=3)=[CH:16]/[C:17]([OH:19])=[O:18])[C:7]3[CH:8]=[CH:9][C:10]([CH3:13])=[CH:11][C:12]=3[C:4]=2[CH2:3]1. The catalyst class is: 37. Reactant: [CH3:1][N:2]1[CH2:30][CH2:29][C:5]2[N:6]([CH2:14][C:15]([C:22]3[CH:27]=[CH:26][C:25]([F:28])=[CH:24][CH:23]=3)=[CH:16][C:17]([O:19]CC)=[O:18])[C:7]3[CH:8]=[CH:9][C:10]([CH3:13])=[CH:11][C:12]=3[C:4]=2[CH2:3]1.[OH-].[K+].Cl.